From a dataset of Full USPTO retrosynthesis dataset with 1.9M reactions from patents (1976-2016). Predict the reactants needed to synthesize the given product. (1) Given the product [C:32]([C:31]1[N:36]=[C:26]([CH:12]2[CH2:13][CH:14]([C:16]3[CH:17]=[CH:18][C:19]([C:22]([F:24])([F:23])[F:25])=[CH:20][CH:21]=3)[CH2:15][N:10]([C:8]([N:5]3[CH2:6][CH2:7][CH:2]([OH:1])[CH2:3][CH2:4]3)=[O:9])[CH2:11]2)[O:28][N:30]=1)([CH3:35])([CH3:34])[CH3:33], predict the reactants needed to synthesize it. The reactants are: [OH:1][CH:2]1[CH2:7][CH2:6][N:5]([C:8]([N:10]2[CH2:15][CH:14]([C:16]3[CH:21]=[CH:20][C:19]([C:22]([F:25])([F:24])[F:23])=[CH:18][CH:17]=3)[CH2:13][CH:12]([C:26]([OH:28])=O)[CH2:11]2)=[O:9])[CH2:4][CH2:3]1.O[NH:30][C:31](=[NH:36])[C:32]([CH3:35])([CH3:34])[CH3:33]. (2) Given the product [CH2:1]([O:8][C@H:9]1[C@H:15]([O:16][CH2:17][C:18]2[CH:23]=[CH:22][CH:21]=[CH:20][CH:19]=2)[C@@H:14]([O:24][CH2:25][C:26]2[CH:31]=[CH:30][CH:29]=[CH:28][CH:27]=2)[C@:13]2([C:33]3[CH:38]=[CH:37][C:36]([Cl:39])=[C:35]([CH2:40][C:41]4[CH:42]=[CH:43][C:44]([O:47][C:48]([F:51])([F:50])[F:49])=[CH:45][CH:46]=4)[CH:34]=3)[O:32][C@@:10]1([CH:52]([OH:53])[CH3:54])[CH2:11][O:12]2)[C:2]1[CH:3]=[CH:4][CH:5]=[CH:6][CH:7]=1, predict the reactants needed to synthesize it. The reactants are: [CH2:1]([O:8][C@H:9]1[C@H:15]([O:16][CH2:17][C:18]2[CH:23]=[CH:22][CH:21]=[CH:20][CH:19]=2)[C@@H:14]([O:24][CH2:25][C:26]2[CH:31]=[CH:30][CH:29]=[CH:28][CH:27]=2)[C@:13]2([C:33]3[CH:38]=[CH:37][C:36]([Cl:39])=[C:35]([CH2:40][C:41]4[CH:46]=[CH:45][C:44]([O:47][C:48]([F:51])([F:50])[F:49])=[CH:43][CH:42]=4)[CH:34]=3)[O:32][C@@:10]1([CH:52]=[O:53])[CH2:11][O:12]2)[C:2]1[CH:7]=[CH:6][CH:5]=[CH:4][CH:3]=1.[CH3:54][Mg]Br. (3) Given the product [Cl:27][CH:25]([Cl:26])[C:24]([NH:23][C:19]1[C:18]([CH3:29])=[C:17]([CH3:30])[C:16]([OH:15])=[C:21]([CH3:22])[N:20]=1)=[O:28], predict the reactants needed to synthesize it. The reactants are: B(Cl)(Cl)Cl.C(Cl)Cl.C([O:15][C:16]1[C:17]([CH3:30])=[C:18]([CH3:29])[C:19]([NH:23][C:24](=[O:28])[CH:25]([Cl:27])[Cl:26])=[N:20][C:21]=1[CH3:22])C1C=CC=CC=1.CC1C(C)=C(C)C(C)=C(C)C=1. (4) Given the product [NH2:1][C@@H:2]1[CH2:7][CH2:6][CH:5]([CH2:8][C:9]([O:11][CH3:12])=[O:10])[CH2:4][C@H:3]1[C:13]1[CH:14]=[N:15][C:16]([C:19]([F:22])([F:20])[F:21])=[CH:17][CH:18]=1, predict the reactants needed to synthesize it. The reactants are: [NH2:1][C@@H:2]1[CH2:7][CH2:6][C:5](=[CH:8][C:9]([O:11][CH3:12])=[O:10])[CH2:4][C@H:3]1[C:13]1[CH:14]=[N:15][C:16]([C:19]([F:22])([F:21])[F:20])=[CH:17][CH:18]=1.[H][H]. (5) Given the product [CH:25]1([NH:24][C:13]2[CH:14]=[C:15]([CH2:19][S:20]([CH3:23])(=[O:21])=[O:22])[CH:16]=[C:17]3[C:12]=2[NH:11][C:10]([C:7]2[S:8][CH2:9][C@@H:5]([CH2:4][CH2:3][OH:2])[N:6]=2)=[CH:18]3)[CH2:26][CH2:27][CH2:28][CH2:29]1, predict the reactants needed to synthesize it. The reactants are: C[O:2][C:3](=O)[CH2:4][C@@H:5]1[CH2:9][S:8][C:7]([C:10]2[NH:11][C:12]3[C:17]([CH:18]=2)=[CH:16][C:15]([CH2:19][S:20]([CH3:23])(=[O:22])=[O:21])=[CH:14][C:13]=3[NH:24][CH:25]2[CH2:29][CH2:28][CH2:27][CH2:26]2)=[N:6]1.O1CCCC1.[BH4-].[Li+].O. (6) Given the product [CH3:25][O:24][C:7]1[CH:6]=[CH:5][C:4]2[N:3]=[C:2]([NH:26][C:27]3[CH:32]=[CH:31][C:30]([CH3:33])=[CH:29][CH:28]=3)[C:11]3=[N:12][NH:13][CH:14]=[C:10]3[C:9]=2[CH:8]=1, predict the reactants needed to synthesize it. The reactants are: Cl[C:2]1[C:11]2=[N:12][N:13](CC3C=CC(OC)=CC=3)[CH:14]=[C:10]2[C:9]2[CH:8]=[C:7]([O:24][CH3:25])[CH:6]=[CH:5][C:4]=2[N:3]=1.[NH2:26][C:27]1[CH:32]=[CH:31][C:30]([CH3:33])=[CH:29][CH:28]=1.Cl. (7) Given the product [C:14]([O:13][C:9]1[CH:10]=[CH:11][CH:12]=[C:7]([Br:6])[CH:8]=1)(=[O:16])[CH3:15], predict the reactants needed to synthesize it. The reactants are: S(=O)(=O)(O)O.[Br:6][C:7]1[CH:8]=[C:9]([OH:13])[CH:10]=[CH:11][CH:12]=1.[C:14](OC(=O)C)(=[O:16])[CH3:15]. (8) The reactants are: [CH2:1]([O:12][CH2:13][CH2:14][O:15][CH2:16][CH2:17][O:18][CH2:19][CH2:20][OH:21])[CH2:2][CH2:3][CH2:4][CH2:5]CCCCC=C.C[OH:23].[S:24]1[CH:28]=[CH:27][CH:26]=[C:25]1[CH2:29][C:30](O)=O.Cl.Cl.N([C:43]([CH3:48])(C)C(N)=N)=NC(C)(C)C(N)=N. Given the product [OH:21][CH2:20][CH2:19][O:18][CH2:17][CH2:16][O:15][CH2:14][CH2:13][O:12][CH2:1][CH2:2][CH2:3][CH2:4][CH2:5][CH2:30][CH2:29][CH2:25][CH2:26][CH2:27][CH2:28][S:24][C:43](=[O:23])[CH3:48], predict the reactants needed to synthesize it. (9) Given the product [CH3:1][O:2][C:3]1[CH:8]=[C:7]([CH2:9][N:10]2[CH2:15][CH2:14][CH2:13][CH2:12][CH2:11]2)[CH:6]=[CH:5][C:4]=1[O:16][CH2:24][CH2:25][CH2:26][CH2:27][CH2:28][O:29][C:30]1[C:39]2[C:34](=[CH:35][C:36]([Cl:40])=[CH:37][CH:38]=2)[N:33]=[CH:32][CH:31]=1, predict the reactants needed to synthesize it. The reactants are: [CH3:1][O:2][C:3]1[CH:8]=[C:7]([CH2:9][N:10]2[CH2:15][CH2:14][CH2:13][CH2:12][CH2:11]2)[CH:6]=[CH:5][C:4]=1[OH:16].C([O-])([O-])=O.[Cs+].[Cs+].Br[CH2:24][CH2:25][CH2:26][CH2:27][CH2:28][O:29][C:30]1[C:39]2[C:34](=[CH:35][C:36]([Cl:40])=[CH:37][CH:38]=2)[N:33]=[CH:32][CH:31]=1. (10) Given the product [Br:13][CH2:12][C:5]1[C:6]2[C:11](=[CH:10][CH:9]=[CH:8][CH:7]=2)[C:2]([Cl:1])=[N:3][N:4]=1, predict the reactants needed to synthesize it. The reactants are: [Cl:1][C:2]1[C:11]2[C:6](=[CH:7][CH:8]=[CH:9][CH:10]=2)[C:5]([CH3:12])=[N:4][N:3]=1.[Br:13]N1C(=O)CCC1=O.N(C(C)(C)C#N)=NC(C)(C)C#N.